Dataset: Peptide-MHC class I binding affinity with 185,985 pairs from IEDB/IMGT. Task: Regression. Given a peptide amino acid sequence and an MHC pseudo amino acid sequence, predict their binding affinity value. This is MHC class I binding data. (1) The peptide sequence is VPPFPRTAF. The MHC is HLA-B15:09 with pseudo-sequence HLA-B15:09. The binding affinity (normalized) is 0.0847. (2) The peptide sequence is WCSQTSYQY. The MHC is HLA-A30:02 with pseudo-sequence HLA-A30:02. The binding affinity (normalized) is 0.418. (3) The MHC is Mamu-B03 with pseudo-sequence Mamu-B03. The binding affinity (normalized) is 0.833. The peptide sequence is RRYQKSTEL. (4) The peptide sequence is MEFEPFQSL. The MHC is HLA-C14:02 with pseudo-sequence HLA-C14:02. The binding affinity (normalized) is 0.485.